The task is: Predict the product of the given reaction.. This data is from Forward reaction prediction with 1.9M reactions from USPTO patents (1976-2016). (1) Given the reactants Br[C:2]1[CH:3]=[N:4][CH:5]=[C:6]([Br:8])[CH:7]=1.C([Mg]Cl)(C)C.[F:14][C:15]([F:23])([F:22])[C:16]([C:18]([F:21])([F:20])[F:19])=[O:17], predict the reaction product. The product is: [Br:8][C:6]1[CH:7]=[C:2]([C:16]([OH:17])([C:18]([F:21])([F:20])[F:19])[C:15]([F:23])([F:22])[F:14])[CH:3]=[N:4][CH:5]=1. (2) The product is: [C:1]([N:4]1[C:13]2[C:8](=[CH:9][C:10]([C:38]([O:27][CH2:23][CH2:24][CH2:25][CH3:26])=[O:37])=[CH:11][CH:12]=2)[C@H:7]([NH:15][C:16]([O:17][CH:18]([CH3:20])[CH3:19])=[O:21])[CH2:6][C@@H:5]1[CH3:22])(=[O:3])[CH3:2]. Given the reactants [C:1]([N:4]1[C:13]2[C:8](=[CH:9][C:10](Br)=[CH:11][CH:12]=2)[C@H:7]([NH:15][C:16](=[O:21])[O:17][CH:18]([CH3:20])[CH3:19])[CH2:6][C@@H:5]1[CH3:22])(=[O:3])[CH3:2].[CH2:23]([OH:27])[CH2:24][CH2:25][CH3:26].CCN(C(C)C)C(C)C.[O:37]1CCOC[CH2:38]1, predict the reaction product. (3) Given the reactants [NH2:1][C:2]1[C:3]([CH3:17])=[C:4]([C:8]2[CH:9]=[C:10]([Br:16])[C:11](=[O:15])[N:12]([CH3:14])[CH:13]=2)[CH:5]=[CH:6][CH:7]=1.C(N(CC)CC)C.[C:25]([C:29]1[CH:37]=[CH:36][C:32]([C:33](Cl)=[O:34])=[CH:31][CH:30]=1)([CH3:28])([CH3:27])[CH3:26], predict the reaction product. The product is: [Br:16][C:10]1[C:11](=[O:15])[N:12]([CH3:14])[CH:13]=[C:8]([C:4]2[C:3]([CH3:17])=[C:2]([NH:1][C:33](=[O:34])[C:32]3[CH:36]=[CH:37][C:29]([C:25]([CH3:27])([CH3:26])[CH3:28])=[CH:30][CH:31]=3)[CH:7]=[CH:6][CH:5]=2)[CH:9]=1.